From a dataset of Peptide-MHC class I binding affinity with 185,985 pairs from IEDB/IMGT. Regression. Given a peptide amino acid sequence and an MHC pseudo amino acid sequence, predict their binding affinity value. This is MHC class I binding data. (1) The peptide sequence is FRNQVKIRR. The MHC is HLA-A26:01 with pseudo-sequence HLA-A26:01. The binding affinity (normalized) is 0.0847. (2) The peptide sequence is VTNRHEEKF. The MHC is HLA-B51:01 with pseudo-sequence HLA-B51:01. The binding affinity (normalized) is 0.213. (3) The peptide sequence is EPEPHILLF. The MHC is HLA-A02:01 with pseudo-sequence HLA-A02:01. The binding affinity (normalized) is 0.0847. (4) The peptide sequence is QQEAARAAL. The MHC is HLA-B27:05 with pseudo-sequence HLA-B27:05. The binding affinity (normalized) is 0.0329. (5) The binding affinity (normalized) is 1.00. The MHC is HLA-A31:01 with pseudo-sequence HLA-A31:01. The peptide sequence is HLMGWDYPK. (6) The peptide sequence is ETWVETWAF. The MHC is HLA-A30:01 with pseudo-sequence HLA-A30:01. The binding affinity (normalized) is 0.0847. (7) The peptide sequence is MSYVMCTGSF. The MHC is HLA-B35:01 with pseudo-sequence HLA-B35:01. The binding affinity (normalized) is 0.388. (8) The peptide sequence is ELLSHVGQA. The MHC is HLA-A03:01 with pseudo-sequence HLA-A03:01. The binding affinity (normalized) is 0.0847. (9) The peptide sequence is FLCPTFTLK. The MHC is HLA-A02:03 with pseudo-sequence HLA-A02:03. The binding affinity (normalized) is 0.273.